The task is: Predict the reactants needed to synthesize the given product.. This data is from Full USPTO retrosynthesis dataset with 1.9M reactions from patents (1976-2016). (1) Given the product [NH2:39][C:37]([C:36]1[CH:40]=[CH:41][CH:42]=[CH:43][C:35]=1[NH:34][C:62]([CH:58]1[CH2:59][CH2:60][CH2:61][N:56]([CH:53]2[CH2:52][CH2:51][CH:50]([C:44]3[CH:49]=[CH:48][CH:47]=[CH:46][CH:45]=3)[CH2:55][CH2:54]2)[CH2:57]1)=[O:63])=[O:38], predict the reactants needed to synthesize it. The reactants are: C(N(C(C)C)C(C)C)C.F[P-](F)(F)(F)(F)F.N1(OC(N(C)C)=[N+](C)C)C2N=CC=CC=2N=N1.[NH2:34][C:35]1[CH:43]=[CH:42][CH:41]=[CH:40][C:36]=1[C:37]([NH2:39])=[O:38].[C:44]1([CH:50]2[CH2:55][CH2:54][CH:53]([N:56]3[CH2:61][CH2:60][CH2:59][CH:58]([C:62](O)=[O:63])[CH2:57]3)[CH2:52][CH2:51]2)[CH:49]=[CH:48][CH:47]=[CH:46][CH:45]=1. (2) Given the product [CH2:28]([O:35][C:36]1[CH:41]=[CH:40][C:39]([S:42]([N:6]2[CH2:7][CH:8]3[CH2:9][CH2:10][CH:5]2[C:3](=[O:2])[O:4]3)(=[O:44])=[O:43])=[CH:38][CH:37]=1)[C:29]1[CH:30]=[CH:31][CH:32]=[CH:33][CH:34]=1, predict the reactants needed to synthesize it. The reactants are: C[O:2][C:3]([CH:5]1[CH2:10][C:9](=O)[CH2:8][CH2:7][N:6]1C(OC(C)(C)C)=O)=[O:4].[BH4-].[Na+].C(N(CC)CC)C.[CH2:28]([O:35][C:36]1[CH:41]=[CH:40][C:39]([S:42](Cl)(=[O:44])=[O:43])=[CH:38][CH:37]=1)[C:29]1[CH:34]=[CH:33][CH:32]=[CH:31][CH:30]=1.